From a dataset of Forward reaction prediction with 1.9M reactions from USPTO patents (1976-2016). Predict the product of the given reaction. (1) Given the reactants [CH2:1](Cl)[C:2]1[CH:7]=[CH:6][CH:5]=[CH:4][CH:3]=1.[NH:9]1[CH2:14][CH2:13][CH:12]([C:15]([NH2:17])=[O:16])[CH2:11][CH2:10]1.C(=O)([O-])[O-].[K+].[K+], predict the reaction product. The product is: [CH2:1]([N:9]1[CH2:14][CH2:13][CH:12]([C:15]([NH2:17])=[O:16])[CH2:11][CH2:10]1)[C:2]1[CH:7]=[CH:6][CH:5]=[CH:4][CH:3]=1. (2) Given the reactants [CH3:1][O:2][N:3]=[C:4]1[C:12]2[CH:11]=[CH:10][N:9]=N[C:7]=2[O:6][CH2:5]1.[CH3:13][C:14]1N=CC=C2C(=O)COC=12, predict the reaction product. The product is: [CH3:1][O:2][N:3]=[C:4]1[C:12]2[C:7](=[C:13]([CH3:14])[N:9]=[CH:10][CH:11]=2)[O:6][CH2:5]1. (3) Given the reactants [Na].[CH2:2]([N:4]([C:21]1[CH:26]=[CH:25][CH:24]=[CH:23][CH:22]=1)[C:5]([C:7]1[C:8](=[O:20])[N:9]([CH3:19])[C:10]2[C:15]([C:16]=1[OH:17])=[C:14]([Cl:18])[CH:13]=[CH:12][CH:11]=2)=[O:6])[CH3:3].O.C([O-])(=O)C.[Ca+2:32].C([O-])(=O)C, predict the reaction product. The product is: [Ca:32].[CH2:2]([N:4]([C:21]1[CH:26]=[CH:25][CH:24]=[CH:23][CH:22]=1)[C:5]([C:7]1[C:8](=[O:20])[N:9]([CH3:19])[C:10]2[C:15]([C:16]=1[OH:17])=[C:14]([Cl:18])[CH:13]=[CH:12][CH:11]=2)=[O:6])[CH3:3]. (4) Given the reactants [Br:1][C:2]1[C:7]([F:8])=[CH:6][CH:5]=[CH:4][N:3]=1.ClC1C=CC=C(C(OO)=[O:17])C=1.C([O-])(O)=O.[Na+], predict the reaction product. The product is: [Br:1][CH:2]1[C:7]([F:8])=[CH:6][CH:5]=[CH:4][N:3]1[OH:17]. (5) Given the reactants [F:1][C:2]1[CH:14]=[CH:13][C:5]([CH2:6][C:7]2([CH2:11][OH:12])[CH2:10][CH2:9][CH2:8]2)=[CH:4][CH:3]=1.[C:15](Cl)(Cl)=[O:16].[NH2:19][C@@H:20]([CH2:25][CH2:26][CH2:27][CH3:28])[C:21]([O:23][CH3:24])=[O:22].C(N(CC)C(C)C)(C)C, predict the reaction product. The product is: [F:1][C:2]1[CH:3]=[CH:4][C:5]([CH2:6][C:7]2([CH2:11][O:12][C:15]([NH:19][C@@H:20]([CH2:25][CH2:26][CH2:27][CH3:28])[C:21]([O:23][CH3:24])=[O:22])=[O:16])[CH2:8][CH2:9][CH2:10]2)=[CH:13][CH:14]=1. (6) Given the reactants [CH3:1][C:2]1[CH:7]=[CH:6][C:5]([S:8]([N:11]2[C:15]3=[N:16][CH:17]=[CH:18][CH:19]=[C:14]3[CH:13]=[CH:12]2)(=[O:10])=[O:9])=[CH:4][CH:3]=1.[CH2:20]([Li])CCC.CI.O, predict the reaction product. The product is: [CH3:20][C:12]1[N:11]([S:8]([C:5]2[CH:6]=[CH:7][C:2]([CH3:1])=[CH:3][CH:4]=2)(=[O:10])=[O:9])[C:15]2=[N:16][CH:17]=[CH:18][CH:19]=[C:14]2[CH:13]=1. (7) Given the reactants [C:1]([N:4]1[CH2:9][CH2:8][C:7](=O)[CH2:6][CH2:5]1)(=[O:3])[CH3:2].[C:11]([O:15][C:16]([CH3:19])([CH3:18])[CH3:17])(=[O:14])[NH:12][NH2:13].C(O[BH-](OC(=O)C)OC(=O)C)(=O)C.[Na+].[OH-].[Na+], predict the reaction product. The product is: [C:1]([N:4]1[CH2:9][CH2:8][CH:7]([NH:13][NH:12][C:11]([O:15][C:16]([CH3:19])([CH3:18])[CH3:17])=[O:14])[CH2:6][CH2:5]1)(=[O:3])[CH3:2]. (8) Given the reactants [CH2:1]([O:8][C:9]1[C:13]([C:14](OCC)=[O:15])=[CH:12][N:11]([CH3:19])[N:10]=1)[C:2]1[CH:7]=[CH:6][CH:5]=[CH:4][CH:3]=1.[H-].[Al+3].[Li+].[H-].[H-].[H-].O.O.O.O.O.O.O.O.O.O.[O-]S([O-])(=O)=O.[Na+].[Na+], predict the reaction product. The product is: [CH2:1]([O:8][C:9]1[C:13]([CH2:14][OH:15])=[CH:12][N:11]([CH3:19])[N:10]=1)[C:2]1[CH:7]=[CH:6][CH:5]=[CH:4][CH:3]=1. (9) Given the reactants [CH3:1][S:2][C:3]1[S:7][C:6]2=[N:8][C:9]([C:11]([OH:13])=O)=[CH:10][N:5]2[N:4]=1.CN(C(ON1N=NC2C=CC=NC1=2)=[N+](C)C)C.F[P-](F)(F)(F)(F)F.CCN(C(C)C)C(C)C.[NH2:47][C:48]1[CH:53]=[CH:52][CH:51]=[CH:50][C:49]=1[OH:54], predict the reaction product. The product is: [OH:54][C:49]1[CH:50]=[CH:51][CH:52]=[CH:53][C:48]=1[NH:47][C:11]([C:9]1[N:8]=[C:6]2[N:5]([CH:10]=1)[N:4]=[C:3]([S:2][CH3:1])[S:7]2)=[O:13]. (10) Given the reactants C(OC(=O)[NH:7][CH2:8][CH2:9][CH2:10][N:11]1[C:20]2[CH:19]=[CH:18][C:17]([C:21]#[C:22][CH2:23][OH:24])=[CH:16][C:15]=2[C:14]2=[N:25][N:26](C3CCCCO3)[C:27]([CH3:28])=[C:13]2[C:12]1=[O:35])(C)(C)C.Cl.CCOCC, predict the reaction product. The product is: [NH2:7][CH2:8][CH2:9][CH2:10][N:11]1[C:20]2[CH:19]=[CH:18][C:17]([C:21]#[C:22][CH2:23][OH:24])=[CH:16][C:15]=2[C:14]2=[N:25][NH:26][C:27]([CH3:28])=[C:13]2[C:12]1=[O:35].